From a dataset of Reaction yield outcomes from USPTO patents with 853,638 reactions. Predict the reaction yield, written as a fraction of the theoretical maximum amount of product (1.0 means a 100% yield; for example, 0.34 means a 34% yield). (1) The reactants are [F:1][C:2]([F:24])([F:23])[C:3]1[CH:4]=[C:5]([CH:9]([C:11]2[CH:12]=[N:13][C:14]3[N:15]([N:17]=[CH:18][C:19]=3[C:20](O)=[O:21])[CH:16]=2)[CH3:10])[CH:6]=[CH:7][CH:8]=1.CN(C(ON1N=NC2C=CC=CC1=2)=[N+](C)C)C.[B-](F)(F)(F)F.C(N(CC)C(C)C)(C)C.[Cl-].[NH2:57][C:58](=[O:62])[CH2:59][CH2:60][NH3+:61]. The product is [NH2:57][C:58](=[O:62])[CH2:59][CH2:60][NH:61][C:20]([C:19]1[CH:18]=[N:17][N:15]2[CH:16]=[C:11]([CH:9]([C:5]3[CH:6]=[CH:7][CH:8]=[C:3]([C:2]([F:1])([F:24])[F:23])[CH:4]=3)[CH3:10])[CH:12]=[N:13][C:14]=12)=[O:21]. The yield is 0.400. The catalyst is CN(C=O)C. (2) The reactants are Cl[C:2]1[N:7]=[C:6]([C:8]2[C:9]([CH:30]3[CH2:32][CH2:31]3)=[N:10][C:11]([N:16]3[CH2:21][CH2:20][N:19]([C:22]([CH:24]4[CH2:26][CH2:25]4)=[O:23])[C@H:18]([CH:27]4[CH2:29][CH2:28]4)[CH2:17]3)=[C:12]([CH:15]=2)[C:13]#[N:14])[CH:5]=[CH:4][N:3]=1.[NH3:33].CO. No catalyst specified. The product is [NH2:33][C:2]1[N:7]=[C:6]([C:8]2[C:9]([CH:30]3[CH2:32][CH2:31]3)=[N:10][C:11]([N:16]3[CH2:21][CH2:20][N:19]([C:22]([CH:24]4[CH2:26][CH2:25]4)=[O:23])[C@H:18]([CH:27]4[CH2:29][CH2:28]4)[CH2:17]3)=[C:12]([CH:15]=2)[C:13]#[N:14])[CH:5]=[CH:4][N:3]=1. The yield is 0.510. (3) The reactants are [NH:1]1[C:9]2[C:4](=[CH:5][C:6]([NH2:10])=[CH:7][CH:8]=2)[CH:3]=[CH:2]1.C(N(CC)CC)C.[C:18](Cl)(=[O:23])[C:19]([CH3:22])([CH3:21])[CH3:20]. The catalyst is ClCCl.O. The product is [NH:1]1[C:9]2[C:4](=[CH:5][C:6]([NH:10][C:18](=[O:23])[C:19]([CH3:22])([CH3:21])[CH3:20])=[CH:7][CH:8]=2)[CH:3]=[CH:2]1. The yield is 0.890. (4) The reactants are [ClH:1].[CH2:2]([C:6]1[N:7]=[C:8]([NH2:11])[NH:9][CH:10]=1)[CH2:3][C:4]#[CH:5].[N:12]([CH2:15][C:16]1[CH:20]=[CH:19][O:18][CH:17]=1)=[N+:13]=[N-:14]. No catalyst specified. The product is [ClH:1].[O:18]1[CH:19]=[CH:20][C:16]([CH2:15][N:12]2[CH:5]=[C:4]([CH2:3][CH2:2][C:6]3[N:7]=[C:8]([NH2:11])[NH:9][CH:10]=3)[N:14]=[N:13]2)=[CH:17]1. The yield is 0.540.